This data is from Full USPTO retrosynthesis dataset with 1.9M reactions from patents (1976-2016). The task is: Predict the reactants needed to synthesize the given product. Given the product [NH2:14][C:15]1[C:20]2[C:21]([C:24]3[CH:29]=[CH:28][C:27]([NH:30][C:11]([C:3]4[N:2]([CH3:1])[C:10]5[C:5]([CH:4]=4)=[CH:6][CH:7]=[CH:8][CH:9]=5)=[O:12])=[C:26]([O:31][CH3:32])[CH:25]=3)=[CH:22][S:23][C:19]=2[C:18]([NH:33][C:34](=[O:45])[CH2:35][CH2:36][N:37]([CH2:39][CH2:40][CH2:41][N:42]([CH3:43])[CH3:44])[CH3:38])=[CH:17][N:16]=1, predict the reactants needed to synthesize it. The reactants are: [CH3:1][N:2]1[C:10]2[C:5](=[CH:6][CH:7]=[CH:8][CH:9]=2)[CH:4]=[C:3]1[C:11](Cl)=[O:12].[NH2:14][C:15]1[C:20]2[C:21]([C:24]3[CH:29]=[CH:28][C:27]([NH2:30])=[C:26]([O:31][CH3:32])[CH:25]=3)=[CH:22][S:23][C:19]=2[C:18]([NH:33][C:34](=[O:45])[CH2:35][CH2:36][N:37]([CH2:39][CH2:40][CH2:41][N:42]([CH3:44])[CH3:43])[CH3:38])=[CH:17][N:16]=1.